From a dataset of Forward reaction prediction with 1.9M reactions from USPTO patents (1976-2016). Predict the product of the given reaction. (1) Given the reactants [Br:1][C:2]1[CH:10]=[C:9]2[C:5]([CH:6]=[CH:7][NH:8]2)=[C:4]([F:11])[CH:3]=1.[C:12]([BH3-])#N.[Na+].C=O, predict the reaction product. The product is: [Br:1][C:2]1[CH:10]=[C:9]2[C:5]([CH2:6][CH2:7][N:8]2[CH3:12])=[C:4]([F:11])[CH:3]=1. (2) Given the reactants C[OH:2].O.[Si]([O:11][CH2:12][CH2:13][O:14][C:15]1[C:16]([F:52])=[C:17]([CH:23]([NH:39][C:40]2[CH:45]=[CH:44][C:43]([C:46]3[N:50]=[C:49]([CH3:51])[O:48][N:47]=3)=[CH:42][CH:41]=2)[C:24]2[NH:25][C:26](=[O:38])[N:27]([C:29]3[C:34]([N+:35]([O-])=O)=[CH:33][CH:32]=[CH:31][N:30]=3)[N:28]=2)[CH:18]=[C:19]([O:21][CH3:22])[CH:20]=1)(C(C)(C)C)(C)C, predict the reaction product. The product is: [C:49]([OH:2])(=[O:48])[CH3:51].[NH2:35][C:34]1[C:29]([N:27]2[C:26](=[O:38])[NH:25][C:24]([CH:23]([NH:39][C:40]3[CH:41]=[CH:42][C:43]([C:46]([NH2:50])=[NH:47])=[CH:44][CH:45]=3)[C:17]3[CH:18]=[C:19]([O:21][CH3:22])[CH:20]=[C:15]([O:14][CH2:13][CH2:12][OH:11])[C:16]=3[F:52])=[N:28]2)=[N:30][CH:31]=[CH:32][CH:33]=1. (3) Given the reactants [N:1]1[CH:2]=[CH:3][N:4]2[CH:9]=[CH:8][C:7]([C:10]([NH:12][NH2:13])=O)=[CH:6][C:5]=12.[CH3:14][C:15]([CH:17]=O)=O.[NH3:19], predict the reaction product. The product is: [CH3:14][C:15]1[N:19]=[C:10]([C:7]2[CH:8]=[CH:9][N:4]3[CH:3]=[CH:2][N:1]=[C:5]3[CH:6]=2)[N:12]=[N:13][CH:17]=1.